This data is from Catalyst prediction with 721,799 reactions and 888 catalyst types from USPTO. The task is: Predict which catalyst facilitates the given reaction. (1) Reactant: [CH3:1][NH:2][C@@H:3]([C:11]1[CH:16]=[CH:15][CH:14]=[C:13]([N+:17]([O-:19])=[O:18])[CH:12]=1)[CH2:4][N:5]1[CH2:9][CH2:8][C@H:7]([OH:10])[CH2:6]1.[Cl:20][C:21]1[CH:22]=[C:23]([CH2:28][C:29]([OH:31])=O)[CH:24]=[CH:25][C:26]=1[Cl:27].C(N(CC)C(C)C)(C)C.F[B-](F)(F)F.N1(OC(N(C)C)=[N+](C)C)C2C=CC=CC=2N=N1. Product: [Cl:20][C:21]1[CH:22]=[C:23]([CH2:28][C:29]([N:2]([C@@H:3]([C:11]2[CH:16]=[CH:15][CH:14]=[C:13]([N+:17]([O-:19])=[O:18])[CH:12]=2)[CH2:4][N:5]2[CH2:9][CH2:8][C@H:7]([OH:10])[CH2:6]2)[CH3:1])=[O:31])[CH:24]=[CH:25][C:26]=1[Cl:27]. The catalyst class is: 245. (2) Reactant: [F:1][C:2]1[CH:3]=[C:4]([C:14]2[CH:19]=[C:18]([C:20]([F:23])([F:22])[F:21])[CH:17]=[CH:16][C:15]=2[O:24][CH2:25][C:26]([O:28]C)=[O:27])[CH:5]=[CH:6][C:7]=1[S:8]([CH:11]([CH3:13])[CH3:12])(=[O:10])=[O:9].C1COCC1.CO. Product: [F:1][C:2]1[CH:3]=[C:4]([C:14]2[CH:19]=[C:18]([C:20]([F:23])([F:22])[F:21])[CH:17]=[CH:16][C:15]=2[O:24][CH2:25][C:26]([OH:28])=[O:27])[CH:5]=[CH:6][C:7]=1[S:8]([CH:11]([CH3:13])[CH3:12])(=[O:10])=[O:9]. The catalyst class is: 74. (3) Reactant: I[C:2]1[CH:11]=[CH:10][CH:9]=[C:8]2[C:3]=1[CH2:4][CH2:5][N:6]1[C:16](=[O:17])[CH2:15][NH:14][C:13](=[O:18])[CH:12]=[C:7]12.C([Sn](CCCC)(CCCC)[C:24]1[N:25]=[CH:26][S:27][CH:28]=1)CCC. Product: [S:27]1[CH:28]=[C:24]([C:2]2[CH:11]=[CH:10][CH:9]=[C:8]3[C:3]=2[CH2:4][CH2:5][N:6]2[C:16](=[O:17])[CH2:15][NH:14][C:13](=[O:18])[CH:12]=[C:7]23)[N:25]=[CH:26]1. The catalyst class is: 77. (4) Reactant: [CH3:1][CH2:2][O:3][C:4]([C:6]1[NH:7][C:8]2[C:13]([CH:14]=1)=[CH:12][C:11]([C:15]([OH:17])=O)=[CH:10][CH:9]=2)=[O:5].F[B-](F)(F)F.N1(OC(N(C)C)=[N+](C)C)C2C=CC=CC=2N=N1.[NH:40]1[CH2:44][CH2:43][CH2:42][C@H:41]1[CH2:45][N:46]1[CH2:50][CH2:49][CH2:48][CH2:47]1.C(N(CC)C(C)C)(C)C. Product: [CH2:2]([O:3][C:4]([C:6]1[NH:7][C:8]2[C:13]([CH:14]=1)=[CH:12][C:11]([C:15]([N:40]1[CH2:44][CH2:43][CH2:42][C@H:41]1[CH2:45][N:46]1[CH2:50][CH2:49][CH2:48][CH2:47]1)=[O:17])=[CH:10][CH:9]=2)=[O:5])[CH3:1]. The catalyst class is: 9.